Predict the product of the given reaction. From a dataset of Forward reaction prediction with 1.9M reactions from USPTO patents (1976-2016). (1) Given the reactants C(N(C(C)C)CC)(C)C.C1C=CC2N(O)N=NC=2C=1.FC(F)(F)C(O)=O.[Cl:27][CH2:28][CH2:29][CH2:30]/[C:31](=[CH:35]\[C:36]1[CH:41]=[CH:40][C:39]([N:42]2[CH:46]=[C:45]([CH3:47])[N:44]=[CH:43]2)=[C:38]([O:48][CH3:49])[CH:37]=1)/[C:32]([OH:34])=O.[F:50][C:51]1[CH:59]=[C:58]2[C:54]([CH2:55][CH2:56][CH:57]2[NH2:60])=[CH:53][CH:52]=1.C(=O)(O)[O-].[Na+], predict the reaction product. The product is: [F:50][C:51]1[CH:59]=[C:58]2[C:54]([CH2:55][CH2:56][CH:57]2[NH:60][C:32](=[O:34])/[C:31](=[CH:35]/[C:36]2[CH:41]=[CH:40][C:39]([N:42]3[CH:46]=[C:45]([CH3:47])[N:44]=[CH:43]3)=[C:38]([O:48][CH3:49])[CH:37]=2)/[CH2:30][CH2:29][CH2:28][Cl:27])=[CH:53][CH:52]=1. (2) The product is: [C:1]1([C:7]2[N:8]=[CH:9][C:10]([N:19]3[CH2:23][CH2:22][CH2:21][CH:20]3[CH2:24][CH2:25][CH2:26][CH2:27][OH:28])=[N:11][C:12]=2[C:13]2[CH:18]=[CH:17][CH:16]=[CH:15][CH:14]=2)[CH:2]=[CH:3][CH:4]=[CH:5][CH:6]=1. Given the reactants [C:1]1([C:7]2[N:8]=[CH:9][C:10]([N:19]3[CH2:23][CH2:22][CH2:21][CH:20]3[CH2:24][CH2:25][CH2:26][CH2:27][O:28]C3CCCCO3)=[N:11][C:12]=2[C:13]2[CH:18]=[CH:17][CH:16]=[CH:15][CH:14]=2)[CH:6]=[CH:5][CH:4]=[CH:3][CH:2]=1.O.C1(C)C=CC(S(O)(=O)=O)=CC=1.C(=O)([O-])O.[Na+], predict the reaction product. (3) The product is: [CH2:2]([S:9]([OH:12])(=[O:11])=[O:10])[CH2:3][CH2:4][CH2:5][CH2:6][CH2:7][S:9]([OH:12])(=[O:11])=[O:10]. Given the reactants Br[CH2:2][CH2:3][CH2:4][CH2:5][CH2:6][CH2:7]Br.[S:9]([O-:12])([O-:11])=[O:10].[Na+].[Na+], predict the reaction product. (4) Given the reactants [CH3:1][C:2]1[C:11]2[C:10](=[O:12])O[C:8]([C:13]3[CH:18]=[CH:17][CH:16]=[CH:15][C:14]=3[O:19]C(=O)C)=[N:7][C:6]=2[CH:5]=[CH:4][CH:3]=1.[F:23][C:24]1[CH:25]=[C:26]([CH2:30][CH2:31][NH2:32])[CH:27]=[CH:28][CH:29]=1, predict the reaction product. The product is: [F:23][C:24]1[CH:25]=[C:26]([CH2:30][CH2:31][N:32]2[C:10](=[O:12])[C:11]3[C:6](=[CH:5][CH:4]=[CH:3][C:2]=3[CH3:1])[N:7]=[C:8]2[C:13]2[CH:18]=[CH:17][CH:16]=[CH:15][C:14]=2[OH:19])[CH:27]=[CH:28][CH:29]=1. (5) Given the reactants N1C=CC=C2C(N)CCC=12.[CH2:11]([CH:13]1[CH2:21][C:20]2[C:15](=[CH:16][CH:17]=[CH:18][CH:19]=2)[C:14]1=[N:22]O)[CH3:12], predict the reaction product. The product is: [CH2:11]([CH:13]1[CH2:21][C:20]2[C:15](=[CH:16][CH:17]=[CH:18][CH:19]=2)[CH:14]1[NH2:22])[CH3:12]. (6) Given the reactants [CH2:1]([O:8][C:9]1[C:18](=[O:19])[N:17]2[C:12]([C:13]([CH3:21])([CH3:20])[O:14][CH2:15][CH2:16]2)=[N:11][C:10]=1[C:22]([OH:24])=O)[C:2]1[CH:7]=[CH:6][CH:5]=[CH:4][CH:3]=1.[NH2:25][CH2:26][C:27]1[CH:32]=[CH:31][C:30]([F:33])=[CH:29][C:28]=1[N:34]1[CH2:40][CH2:39][CH2:38][CH2:37][CH2:36][C:35]1=[O:41], predict the reaction product. The product is: [F:33][C:30]1[CH:31]=[CH:32][C:27]([CH2:26][NH:25][C:22]([C:10]2[N:11]=[C:12]3[N:17]([C:18](=[O:19])[C:9]=2[O:8][CH2:1][C:2]2[CH:3]=[CH:4][CH:5]=[CH:6][CH:7]=2)[CH2:16][CH2:15][O:14][C:13]3([CH3:20])[CH3:21])=[O:24])=[C:28]([N:34]2[CH2:40][CH2:39][CH2:38][CH2:37][CH2:36][C:35]2=[O:41])[CH:29]=1. (7) Given the reactants N1C=CN=C1.[OH:6][CH2:7][C@@H:8]([NH:15][C:16](=[O:25])[O:17][CH2:18][C:19]1[CH:24]=[CH:23][CH:22]=[CH:21][CH:20]=1)[C:9]([N:11]([O:13][CH3:14])[CH3:12])=[O:10].[Si:26](Cl)([C:29]([CH3:32])([CH3:31])[CH3:30])([CH3:28])[CH3:27], predict the reaction product. The product is: [CH3:12][N:11]([C:9](=[O:10])[C@H:8]([NH:15][C:16](=[O:25])[O:17][CH2:18][C:19]1[CH:20]=[CH:21][CH:22]=[CH:23][CH:24]=1)[CH2:7][O:6][Si:26]([CH3:28])([CH3:27])[C:29]([CH3:32])([CH3:31])[CH3:30])[O:13][CH3:14].